Dataset: Reaction yield outcomes from USPTO patents with 853,638 reactions. Task: Predict the reaction yield, written as a fraction of the theoretical maximum amount of product (1.0 means a 100% yield; for example, 0.34 means a 34% yield). (1) The reactants are [CH2:1]([C@@H:4]1[C@:12]([C:14]2[C:15]([F:21])=[N:16][CH:17]=[C:18]([Br:20])[CH:19]=2)([CH3:13])[N:11]=[C:10]([NH:22][C:23](=[O:29])[O:24][C:25]([CH3:28])([CH3:27])[CH3:26])[C:6]2([CH2:9][CH2:8][CH2:7]2)[S:5]1(=[O:31])=[O:30])[CH:2]=C.C(=O)(O)[O-:33].[Na+].[BH4-].[Na+]. The catalyst is C(Cl)Cl.CO. The product is [Br:20][C:18]1[CH:19]=[C:14]([C@@:12]2([CH3:13])[N:11]=[C:10]([NH:22][C:23](=[O:29])[O:24][C:25]([CH3:28])([CH3:27])[CH3:26])[C:6]3([CH2:9][CH2:8][CH2:7]3)[S:5](=[O:31])(=[O:30])[C@@H:4]2[CH2:1][CH2:2][OH:33])[C:15]([F:21])=[N:16][CH:17]=1. The yield is 1.01. (2) The reactants are [CH3:1][C:2]1([CH3:12])[C:10]2[C:5](=[CH:6][CH:7]=[CH:8][CH:9]=2)[C:4](=O)[CH2:3]1.[C:13]1([C@H:19]([CH2:21][OH:22])[NH2:20])[CH:18]=[CH:17][CH:16]=[CH:15][CH:14]=1.C(O)(=O)C.[BH4-].[Na+]. The catalyst is C1(C)C=CC=CC=1.O.C1(C)C=CC(S(O)(=O)=O)=CC=1. The product is [CH3:1][C:2]1([CH3:12])[C:10]2[C:5](=[CH:6][CH:7]=[CH:8][CH:9]=2)[C@@H:4]([NH:20][C@H:19]([C:13]2[CH:18]=[CH:17][CH:16]=[CH:15][CH:14]=2)[CH2:21][OH:22])[CH2:3]1. The yield is 0.740. (3) The reactants are [NH2:1][C:2]1[NH:6][N:5]=[C:4]([C:7]2[CH:12]=[CH:11][C:10]([O:13][C:14]3[CH:19]=[CH:18][CH:17]=[CH:16][CH:15]=3)=[CH:9][CH:8]=2)[C:3]=1[C:20]([NH2:22])=[O:21].C([O:25][C:26](=O)[CH2:27][C:28]([CH:30]1[CH2:35][CH2:34][N:33](C(OC(C)(C)C)=O)[CH2:32][CH2:31]1)=O)C. The catalyst is CC(O)=O. The product is [O:25]=[C:26]1[CH:27]=[C:28]([CH:30]2[CH2:35][CH2:34][NH:33][CH2:32][CH2:31]2)[N:6]2[N:5]=[C:4]([C:7]3[CH:8]=[CH:9][C:10]([O:13][C:14]4[CH:19]=[CH:18][CH:17]=[CH:16][CH:15]=4)=[CH:11][CH:12]=3)[C:3]([C:20]([NH2:22])=[O:21])=[C:2]2[NH:1]1. The yield is 0.500. (4) The reactants are [CH2:1]([N:4]1[C:12]2[C:11](=[O:13])[NH:10][C:9](=[O:14])[NH:8][C:7]=2[N:6]=[CH:5]1)[CH:2]=[CH2:3].C(=O)([O-])[O-].[Na+].[Na+].I[CH2:22][CH2:23][CH2:24][CH2:25][CH3:26]. The catalyst is CN(C=O)C.O.CCOC(C)=O. The product is [CH2:1]([N:4]1[C:12]2[C:11](=[O:13])[NH:10][C:9](=[O:14])[N:8]([CH2:22][CH2:23][CH2:24][CH2:25][CH3:26])[C:7]=2[N:6]=[CH:5]1)[CH:2]=[CH2:3]. The yield is 0.454. (5) The reactants are [CH2:1]([O:8][C:9]([C:11]1[CH:20]=[C:19]([O:21][CH2:22][C:23]2[CH:28]=[CH:27][CH:26]=[CH:25][CH:24]=2)[C:18]2[C:13](=[C:14](Br)[CH:15]=[CH:16][CH:17]=2)[N:12]=1)=[O:10])C1C=CC=CC=1.CN1CCNCC1.[NH2:37][C:38]1[CH:43]=[CH:42][CH:41]=[CH:40][N:39]=1. No catalyst specified. The product is [CH3:1][O:8][C:9]([C:11]1[CH:20]=[C:19]([O:21][CH2:22][C:23]2[CH:24]=[CH:25][CH:26]=[CH:27][CH:28]=2)[C:18]2[C:13](=[C:14]([NH:37][C:38]3[CH:43]=[CH:42][CH:41]=[CH:40][N:39]=3)[CH:15]=[CH:16][CH:17]=2)[N:12]=1)=[O:10]. The yield is 0.800. (6) The reactants are Cl.[C:2]([CH:5]([CH2:11][C:12]1[CH:17]=[CH:16][N:15]=[CH:14][CH:13]=1)C(OCC)=O)(=[O:4])[CH3:3]. No catalyst specified. The product is [N:15]1[CH:16]=[CH:17][C:12]([CH2:11][CH2:5][C:2](=[O:4])[CH3:3])=[CH:13][CH:14]=1. The yield is 0.890.